Predict the reaction yield, written as a fraction of the theoretical maximum amount of product (1.0 means a 100% yield; for example, 0.34 means a 34% yield). From a dataset of Reaction yield outcomes from USPTO patents with 853,638 reactions. (1) The reactants are [NH:1]1[CH2:6][CH2:5][O:4][CH2:3][CH2:2]1.[Cl:7][C:8]1[CH:27]=[CH:26][C:11]2[NH:12][C:13]([CH:15]3[CH2:18][N:17]([C:19]4[CH:24]=[CH:23][N:22]=[C:21](Cl)[N:20]=4)[CH2:16]3)=[N:14][C:10]=2[CH:9]=1.C(OC(N1CC(C(O)=O)C1)=O)(C)(C)C.C(OCC)(=O)C. The catalyst is CC(N(C)C)=O.O. The product is [Cl:7][C:8]1[CH:27]=[CH:26][C:11]2[NH:12][C:13]([CH:15]3[CH2:16][N:17]([C:19]4[CH:24]=[CH:23][N:22]=[C:21]([N:1]5[CH2:6][CH2:5][O:4][CH2:3][CH2:2]5)[N:20]=4)[CH2:18]3)=[N:14][C:10]=2[CH:9]=1. The yield is 0.840. (2) The reactants are [O:1]1[CH2:6][CH2:5][CH2:4][CH2:3][CH:2]1[O:7][CH2:8][C:9](=O)[CH3:10].[Cl-].[NH4+:13].[C-:14]#[N:15].[Na+]. The catalyst is N. The product is [NH2:13][C:9]([CH3:10])([CH2:8][O:7][CH:2]1[CH2:3][CH2:4][CH2:5][CH2:6][O:1]1)[C:14]#[N:15]. The yield is 0.882. (3) The reactants are [NH2:1][C:2]1[CH:7]=[C:6]([N+:8]([O-:10])=[O:9])[CH:5]=[CH:4][C:3]=1[N:11]1[CH2:16][CH2:15][N:14]([C:17]([C:19]2[CH:24]=[CH:23][CH:22]=[CH:21][CH:20]=2)=[O:18])[CH2:13][CH2:12]1.[C:25](Cl)(=[O:27])[CH3:26].[OH-].[Na+]. The catalyst is C1COCC1. The product is [C:17]([N:14]1[CH2:13][CH2:12][N:11]([C:3]2[CH:4]=[CH:5][C:6]([N+:8]([O-:10])=[O:9])=[CH:7][C:2]=2[NH:1][C:25](=[O:27])[CH3:26])[CH2:16][CH2:15]1)(=[O:18])[C:19]1[CH:20]=[CH:21][CH:22]=[CH:23][CH:24]=1. The yield is 0.320. (4) The yield is 0.930. The product is [F:1][C:2]1[CH:10]=[CH:9][CH:8]=[C:7]([CH3:11])[C:3]=1[C:4]([NH:16][C:17]1[CH:22]=[CH:21][CH:20]=[CH:19][CH:18]=1)=[O:6]. The catalyst is C1(C)C=CC=CC=1.C1COCC1. The reactants are [F:1][C:2]1[CH:10]=[CH:9][CH:8]=[C:7]([CH3:11])[C:3]=1[C:4]([OH:6])=O.O=S(Cl)Cl.[NH2:16][C:17]1[CH:22]=[CH:21][CH:20]=[CH:19][CH:18]=1.CCN(CC)CC. (5) The reactants are [F:1][C:2]1([F:42])[O:6][C:5]2[CH:7]=[CH:8][C:9]([C:11]3([C:14]([NH:16][C@H:17]4[CH2:22][C@@H:21]([C:23]5[CH:28]=[CH:27][CH:26]=[C:25]([O:29][CH3:30])[CH:24]=5)[O:20][C@@H:19]([C:31]5[CH:32]=[C:33]([CH:39]=[CH:40][CH:41]=5)[C:34]([O:36]CC)=[O:35])[CH2:18]4)=[O:15])[CH2:13][CH2:12]3)=[CH:10][C:4]=2[O:3]1. The catalyst is CO.[Li+].[OH-]. The product is [F:42][C:2]1([F:1])[O:6][C:5]2[CH:7]=[CH:8][C:9]([C:11]3([C:14]([NH:16][C@H:17]4[CH2:22][C@@H:21]([C:23]5[CH:28]=[CH:27][CH:26]=[C:25]([O:29][CH3:30])[CH:24]=5)[O:20][C@@H:19]([C:31]5[CH:32]=[C:33]([CH:39]=[CH:40][CH:41]=5)[C:34]([OH:36])=[O:35])[CH2:18]4)=[O:15])[CH2:12][CH2:13]3)=[CH:10][C:4]=2[O:3]1. The yield is 0.930.